From a dataset of Forward reaction prediction with 1.9M reactions from USPTO patents (1976-2016). Predict the product of the given reaction. Given the reactants C(OC([N:8]1[CH2:13][CH2:12][CH:11]([CH2:14][CH2:15][O:16][C:17]2[CH:26]=[C:25]3[C:20]([C:21]([NH:27][C:28]4[C:36]5[O:35][CH:34]=[CH:33][C:32]=5[CH:31]=[CH:30][C:29]=4[Cl:37])=[N:22][CH:23]=[N:24]3)=[CH:19][C:18]=2[O:38][CH3:39])[CH2:10][CH2:9]1)=O)(C)(C)C.FC(F)(F)C(O)=O, predict the reaction product. The product is: [Cl:37][C:29]1[CH:30]=[CH:31][C:32]2[CH:33]=[CH:34][O:35][C:36]=2[C:28]=1[NH:27][C:21]1[C:20]2[C:25](=[CH:26][C:17]([O:16][CH2:15][CH2:14][CH:11]3[CH2:12][CH2:13][NH:8][CH2:9][CH2:10]3)=[C:18]([O:38][CH3:39])[CH:19]=2)[N:24]=[CH:23][N:22]=1.